From a dataset of Full USPTO retrosynthesis dataset with 1.9M reactions from patents (1976-2016). Predict the reactants needed to synthesize the given product. (1) Given the product [CH:1]1([C:4]2[C:5]([O:13][CH2:14][C:15]([F:18])([F:17])[F:16])=[CH:6][C:7]([C:10]([NH:32][C:25]([C:23]3[O:24][C:20]([CH3:19])=[N:21][N:22]=3)([CH3:31])[CH2:26][CH:27]3[CH2:30][O:29][CH2:28]3)=[O:12])=[N:8][CH:9]=2)[CH2:2][CH2:3]1, predict the reactants needed to synthesize it. The reactants are: [CH:1]1([C:4]2[C:5]([O:13][CH2:14][C:15]([F:18])([F:17])[F:16])=[CH:6][C:7]([C:10]([OH:12])=O)=[N:8][CH:9]=2)[CH2:3][CH2:2]1.[CH3:19][C:20]1[O:24][C:23]([C:25]([NH2:32])([CH3:31])[CH2:26][CH:27]2[CH2:30][O:29][CH2:28]2)=[N:22][N:21]=1. (2) Given the product [CH3:2][N:3]1[C:7]([NH:8][C:9]2[CH:10]=[C:11]3[C:21](=[CH:22][CH:23]=2)[O:20][C:14]2([CH2:15][CH2:16][N:17]([C:56]([C:55]4[CH:59]=[C:60]([C:62]5[NH:63][N:64]=[N:65][N:66]=5)[CH:61]=[C:53]([N:48]5[CH2:52][CH2:51][CH2:50][CH2:49]5)[CH:54]=4)=[O:57])[CH2:18][CH2:19]2)[CH2:13][C:12]3=[O:24])=[CH:6][CH:5]=[N:4]1, predict the reactants needed to synthesize it. The reactants are: Cl.[CH3:2][N:3]1[C:7]([NH:8][C:9]2[CH:10]=[C:11]3[C:21](=[CH:22][CH:23]=2)[O:20][C:14]2([CH2:19][CH2:18][NH:17][CH2:16][CH2:15]2)[CH2:13][C:12]3=[O:24])=[CH:6][CH:5]=[N:4]1.O.ON1C2C=CC=CC=2N=N1.Cl.CN(C)CCCN=C=NCC.[N:48]1([C:53]2[CH:54]=[C:55]([CH:59]=[C:60]([C:62]3[NH:66][N:65]=[N:64][N:63]=3)[CH:61]=2)[C:56](O)=[O:57])[CH2:52][CH2:51][CH2:50][CH2:49]1. (3) Given the product [CH2:44]([O:43][C:38](=[O:42])[C:39]([CH3:41])([O:11][C:12]1[CH:17]=[CH:16][C:15]([CH2:18][CH2:19][CH2:20][C:21]2[N:22]([CH2:35][CH2:36][CH3:37])[C:23](=[O:34])[N:24]([CH2:26][C:27]3[CH:28]=[CH:29][C:30]([CH3:33])=[CH:31][CH:32]=3)[N:25]=2)=[CH:14][CH:13]=1)[CH3:40])[CH3:45], predict the reactants needed to synthesize it. The reactants are: [O-]CC.[Na+].C(OCC)(=O)C.[OH:11][C:12]1[CH:17]=[CH:16][C:15]([CH2:18][CH2:19][CH2:20][C:21]2[N:22]([CH2:35][CH2:36][CH3:37])[C:23](=[O:34])[N:24]([CH2:26][C:27]3[CH:32]=[CH:31][C:30]([CH3:33])=[CH:29][CH:28]=3)[N:25]=2)=[CH:14][CH:13]=1.[C:38]([O:43][CH:44](CC)[CH2:45]CC)(=[O:42])[CH:39]([CH3:41])[CH3:40].Cl. (4) The reactants are: Cl[C:2]1[N:7]=[N:6][C:5]([N:8]2[CH2:13][CH2:12][N:11]([C:14]([C:16]3[CH:21]=[CH:20][CH:19]=[CH:18][CH:17]=3)=[O:15])[CH2:10][C@H:9]2[CH3:22])=[C:4]2[N:23]=[CH:24][CH:25]=[CH:26][C:3]=12.C(=O)([O-])[O-].[Na+].[Na+].[C:33]([C:35]1[CH:40]=[CH:39][C:38](B(O)O)=[CH:37][CH:36]=1)#[N:34]. Given the product [C:14]([N:11]1[CH2:12][CH2:13][N:8]([C:5]2[N:6]=[N:7][C:2]([C:38]3[CH:39]=[CH:40][C:35]([C:33]#[N:34])=[CH:36][CH:37]=3)=[C:3]3[CH:26]=[CH:25][CH:24]=[N:23][C:4]=23)[C@H:9]([CH3:22])[CH2:10]1)(=[O:15])[C:16]1[CH:21]=[CH:20][CH:19]=[CH:18][CH:17]=1, predict the reactants needed to synthesize it.